From a dataset of hERG potassium channel inhibition data for cardiac toxicity prediction from Karim et al.. Regression/Classification. Given a drug SMILES string, predict its toxicity properties. Task type varies by dataset: regression for continuous values (e.g., LD50, hERG inhibition percentage) or binary classification for toxic/non-toxic outcomes (e.g., AMES mutagenicity, cardiotoxicity, hepatotoxicity). Dataset: herg_karim. (1) The compound is O=[N+]([O-])c1ccc(S(=O)(=O)N2CCC(CN3CCC(c4noc5cc(F)ccc45)CC3)CC2)cc1. The result is 1 (blocker). (2) The molecule is COc1ccc(C2CN(CCc3cccc(OC)c3)CC2CNC(=O)c2cccc(Cl)c2)cc1. The result is 1 (blocker). (3) The compound is COc1ccc2c3c1O[C@@H]1[C@@H](O)C=C[C@H]4[C@@H](C2)N(C)CC[C@@]314. The result is 0 (non-blocker). (4) The molecule is CN(CCN1CCN(C2COOC2)C1=O)C[C@]12CC[C@H](CC1)C2(C)C. The result is 1 (blocker).